From a dataset of Forward reaction prediction with 1.9M reactions from USPTO patents (1976-2016). Predict the product of the given reaction. (1) Given the reactants [CH3:1][O:2][C:3]1[C:8]([C:9]2[CH:14]=[CH:13][CH:12]=[C:11]([C:15]3[O:16][CH:17]=[N:18][N:19]=3)[CH:10]=2)=[CH:7][C:6]([CH:20]=[O:21])=[CH:5][CH:4]=1.[F:22][C:23]1[CH:28]=[CH:27][C:26]([Mg]Br)=[CH:25][CH:24]=1.[NH4+].[Cl-], predict the reaction product. The product is: [F:22][C:23]1[CH:28]=[CH:27][C:26]([CH:20]([C:6]2[CH:7]=[C:8]([C:9]3[CH:14]=[CH:13][CH:12]=[C:11]([C:15]4[O:16][CH:17]=[N:18][N:19]=4)[CH:10]=3)[C:3]([O:2][CH3:1])=[CH:4][CH:5]=2)[OH:21])=[CH:25][CH:24]=1. (2) The product is: [Cl:1][C:2]1[CH:7]=[CH:6][C:5]([NH:8][C:9]([NH:21][C:20]2[CH:22]=[CH:23][C:17]([O:16][CH3:15])=[CH:18][CH:19]=2)=[O:10])=[CH:4][C:3]=1[C:11]([F:12])([F:13])[F:14]. Given the reactants [Cl:1][C:2]1[CH:7]=[CH:6][C:5]([N:8]=[C:9]=[O:10])=[CH:4][C:3]=1[C:11]([F:14])([F:13])[F:12].[CH3:15][O:16][C:17]1[CH:23]=[CH:22][C:20]([NH2:21])=[CH:19][CH:18]=1, predict the reaction product. (3) Given the reactants N1C2C(=CC=CC=2)C=C1.C([N:17]1[C:29]2[C:28]([O:30][CH2:31][CH2:32][CH2:33][CH2:34]Br)=[C:27]3[N:36](C(OC(C)(C)C)=O)[C:37]4[CH:38]=[CH:39][C:40]([Br:43])=[CH:41][C:42]=4[C:26]3=[CH:25][C:24]=2[C:23]2[C:18]1=[CH:19][CH:20]=[C:21]([Br:51])[CH:22]=2)(OC(C)(C)C)=O.[NH:52]1[CH2:57][CH2:56][O:55][CH2:54][CH2:53]1, predict the reaction product. The product is: [Br:43][C:40]1[CH:41]=[C:42]2[C:37](=[CH:38][CH:39]=1)[NH:36][C:27]1[C:28]([O:30][CH2:31][CH2:32][CH2:33][CH2:34][N:52]3[CH2:57][CH2:56][O:55][CH2:54][CH2:53]3)=[C:29]3[NH:17][C:18]4[CH:19]=[CH:20][C:21]([Br:51])=[CH:22][C:23]=4[C:24]3=[CH:25][C:26]2=1. (4) The product is: [CH2:23]([O:15][C:14](=[O:16])[C:13]1[CH:17]=[C:18]([F:21])[C:19]([F:20])=[C:11]([CH:10]=[N:9][O:8][CH2:1][C:2]2[CH:3]=[CH:4][CH:5]=[CH:6][CH:7]=2)[C:12]=1[F:22])[CH3:24]. Given the reactants [CH2:1]([O:8][N:9]=[CH:10][C:11]1[C:12]([F:22])=[C:13]([CH:17]=[C:18]([F:21])[C:19]=1[F:20])[C:14]([OH:16])=[O:15])[C:2]1[CH:7]=[CH:6][CH:5]=[CH:4][CH:3]=1.[CH2:23](O)[CH3:24].Cl.C(N=C=NCCCN(C)C)C, predict the reaction product.